Dataset: Reaction yield outcomes from USPTO patents with 853,638 reactions. Task: Predict the reaction yield, written as a fraction of the theoretical maximum amount of product (1.0 means a 100% yield; for example, 0.34 means a 34% yield). (1) The reactants are N1C2C(=CC=CC=2)C[C:2]1=[O:10].Br[C:12]1[CH:13]=[C:14]2[C:18](=[CH:19][CH:20]=1)[NH:17][C:16](=[O:21])/[C:15]/2=[N:22]\[C:23]1[CH:28]=[CH:27][CH:26]=[C:25](C(F)(F)F)[CH:24]=1.C(N(CC)CC)C.[C:40]1(B(O)O)[CH:45]=[CH:44][CH:43]=[CH:42][CH:41]=1. The catalyst is C(Cl)Cl.C([O-])(=O)C.[Cu+2].C([O-])(=O)C. The product is [CH3:2][O:10][C:28]1[CH:27]=[CH:26][CH:25]=[CH:24][C:23]=1[N:22]=[C:15]1[C:14]2[C:18](=[CH:19][CH:20]=[CH:12][CH:13]=2)[N:17]([C:40]2[CH:45]=[CH:44][CH:43]=[CH:42][CH:41]=2)[C:16]1=[O:21]. The yield is 0.200. (2) The reactants are N[C:2]1[C:6]([C:7]#[N:8])=[C:5]([S:9][CH3:10])[S:4][C:3]=1[C:11]([O:13][CH2:14][CH3:15])=[O:12].[I:16]CI.N(OCCC(C)C)=O. The catalyst is C(#N)C.CCCCCC. The product is [C:7]([C:6]1[C:2]([I:16])=[C:3]([C:11]([O:13][CH2:14][CH3:15])=[O:12])[S:4][C:5]=1[S:9][CH3:10])#[N:8]. The yield is 0.450. (3) The reactants are [CH2:1]([Mg]Br)[CH2:2][CH:3]=[CH2:4].[F:7][C:8]([F:37])([F:36])[C:9]1[CH:10]=[C:11]([C@H:19]([O:21][C@@H:22]2[C@@H:27]([C:28]3[CH:33]=[CH:32][CH:31]=[CH:30][CH:29]=3)[C@H:26]([CH:34]=[O:35])[CH2:25][CH2:24][O:23]2)[CH3:20])[CH:12]=[C:13]([C:15]([F:18])([F:17])[F:16])[CH:14]=1.[Cl-].[NH4+].C(OCC)(=O)C. The catalyst is O1CCCC1. The product is [CH2:1]([CH:34]([C@@H:26]1[CH2:25][CH2:24][O:23][C@H:22]([O:21][C@@H:19]([C:11]2[CH:10]=[C:9]([C:8]([F:36])([F:7])[F:37])[CH:14]=[C:13]([C:15]([F:16])([F:17])[F:18])[CH:12]=2)[CH3:20])[C@H:27]1[C:28]1[CH:29]=[CH:30][CH:31]=[CH:32][CH:33]=1)[OH:35])[CH2:2][CH:3]=[CH2:4]. The yield is 0.800. (4) The yield is 0.440. The reactants are C([O:8][C:9]1[CH:14]=[CH:13][CH:12]=[CH:11][C:10]=1[C:15]1[CH:19]=[C:18]([NH:20]/[C:21](/[NH:35][C:36]([CH3:39])([CH3:38])[CH3:37])=[N:22]\[C:23](=[O:34])[C:24]2[CH:29]=[CH:28][C:27]([C:30]([F:33])([F:32])[F:31])=[CH:26][CH:25]=2)[NH:17][N:16]=1)C1C=CC=CC=1.[H][H]. The product is [C:36]([NH:35]/[C:21](/[NH:20][C:18]1[NH:17][N:16]=[C:15]([C:10]2[CH:11]=[CH:12][CH:13]=[CH:14][C:9]=2[OH:8])[CH:19]=1)=[N:22]/[C:23](=[O:34])[C:24]1[CH:25]=[CH:26][C:27]([C:30]([F:32])([F:33])[F:31])=[CH:28][CH:29]=1)([CH3:39])([CH3:37])[CH3:38]. The catalyst is CO.[Pd]. (5) The reactants are [CH2:1]([O:8][C@H:9]1[C@H:15]([O:16][CH2:17][C:18]2[CH:23]=[CH:22][CH:21]=[CH:20][CH:19]=2)[C@@H:14]([O:24][CH2:25][C:26]2[CH:31]=[CH:30][CH:29]=[CH:28][CH:27]=2)[C@:13]2([C:33]3[CH:38]=[CH:37][C:36]([Cl:39])=[C:35]([CH2:40][C:41]4[CH:46]=[CH:45][C:44]([O:47][CH2:48][CH3:49])=[C:43]([F:50])[C:42]=4[F:51])[CH:34]=3)[O:32][C@@:10]1([CH:52]=[O:53])[CH2:11][O:12]2)[C:2]1[CH:7]=[CH:6][CH:5]=[CH:4][CH:3]=1.[CH3:54][Mg]Br. The catalyst is O1CCCC1. The product is [CH2:1]([O:8][C@H:9]1[C@H:15]([O:16][CH2:17][C:18]2[CH:19]=[CH:20][CH:21]=[CH:22][CH:23]=2)[C@@H:14]([O:24][CH2:25][C:26]2[CH:31]=[CH:30][CH:29]=[CH:28][CH:27]=2)[C@:13]2([C:33]3[CH:38]=[CH:37][C:36]([Cl:39])=[C:35]([CH2:40][C:41]4[CH:46]=[CH:45][C:44]([O:47][CH2:48][CH3:49])=[C:43]([F:50])[C:42]=4[F:51])[CH:34]=3)[O:32][C@@:10]1([CH:52]([OH:53])[CH3:54])[CH2:11][O:12]2)[C:2]1[CH:7]=[CH:6][CH:5]=[CH:4][CH:3]=1. The yield is 0.360. (6) The reactants are [Br:1][C:2]1[C:3](=[O:20])[N:4]([C:10]2[CH:15]=[C:14]([C:16]([F:19])([F:18])[F:17])[CH:13]=[CH:12][N:11]=2)[C:5](=[O:9])[C:6]=1[O:7][CH3:8].[BH4-].[Na+].O. The catalyst is CO. The product is [Br:1][C:2]1[C:3](=[O:20])[N:4]([C:10]2[CH:15]=[C:14]([C:16]([F:19])([F:18])[F:17])[CH:13]=[CH:12][N:11]=2)[CH:5]([OH:9])[C:6]=1[O:7][CH3:8]. The yield is 0.660. (7) The reactants are [CH3:1][N:2]1[C:10]([CH2:11][N:12]2[CH2:17][CH2:16][CH:15]([C:18]([OH:21])([CH3:20])[CH3:19])[CH2:14][CH2:13]2)=[N:9][C:8]2[C:3]1=[N:4][C:5]([Sn](CCCC)(CCCC)CCCC)=[N:6][C:7]=2[N:22]1[CH2:27][CH2:26][O:25][CH2:24][CH2:23]1.[C:41]1([S:47]([N:50]2[C:54]3=[CH:55][N:56]=[CH:57][C:58](Br)=[C:53]3[CH:52]=[CH:51]2)(=[O:49])=[O:48])[CH:46]=[CH:45][CH:44]=[CH:43][CH:42]=1.O1CCOC[CH2:61]1. The yield is 0.860. The catalyst is C1C=C(C([O-])=O)SC=1.[Cu+].C1C=CC([P]([Pd]([P](C2C=CC=CC=2)(C2C=CC=CC=2)C2C=CC=CC=2)([P](C2C=CC=CC=2)(C2C=CC=CC=2)C2C=CC=CC=2)[P](C2C=CC=CC=2)(C2C=CC=CC=2)C2C=CC=CC=2)(C2C=CC=CC=2)C2C=CC=CC=2)=CC=1. The product is [C:41]1([S:47]([N:50]2[C:54]3=[CH:55][N:56]=[CH:57][C:58]([C:5]4[N:4]=[C:3]5[C:8]([N:9]=[C:10]([CH2:11][N:12]6[CH2:13][CH2:14][CH:15]([C:18]([OH:21])([CH3:19])[CH3:20])[CH2:16][CH2:17]6)[N:2]5[CH3:1])=[C:7]([N:22]5[CH2:23][CH2:24][O:25][CH2:26][CH2:27]5)[N:6]=4)=[C:53]3[CH:52]=[C:51]2[CH3:61])(=[O:49])=[O:48])[CH:46]=[CH:45][CH:44]=[CH:43][CH:42]=1. (8) The catalyst is N1C=CC=CC=1. The product is [C:36]([O:39][C:40]([CH3:45])([CH3:44])[C:41]([O:1][C@H:2]1[CH2:3][CH2:4][C@H:5]([N:8]2[C:13](=[O:14])[C:12]([CH2:15][C:16]3[CH:21]=[CH:20][C:19]([C:22]4[CH:27]=[CH:26][CH:25]=[CH:24][C:23]=4[C:28]#[N:29])=[CH:18][CH:17]=3)=[C:11]([CH2:30][CH2:31][CH3:32])[N:10]3[N:33]=[CH:34][CH:35]=[C:9]23)[CH2:6][CH2:7]1)=[O:42])(=[O:38])[CH3:37]. The yield is 0.790. The reactants are [OH:1][C@H:2]1[CH2:7][CH2:6][C@H:5]([N:8]2[C:13](=[O:14])[C:12]([CH2:15][C:16]3[CH:21]=[CH:20][C:19]([C:22]4[C:23]([C:28]#[N:29])=[CH:24][CH:25]=[CH:26][CH:27]=4)=[CH:18][CH:17]=3)=[C:11]([CH2:30][CH2:31][CH3:32])[N:10]3[N:33]=[CH:34][CH:35]=[C:9]23)[CH2:4][CH2:3]1.[C:36]([O:39][C:40]([CH3:45])([CH3:44])[C:41](Cl)=[O:42])(=[O:38])[CH3:37].C(OCC)(=O)C.O.